Predict the product of the given reaction. From a dataset of Forward reaction prediction with 1.9M reactions from USPTO patents (1976-2016). (1) Given the reactants [Cl:1][C:2]1[CH:7]=[CH:6][C:5]([NH:8][C:9]([N:11]2[CH2:15][CH2:14][CH2:13][CH2:12]2)=[O:10])=[CH:4][C:3]=1[C:16]1[N:17]=[C:18]2[N:23]=[CH:22][C:21]([NH:24][C:25](=[O:30])[O:26][CH:27]([CH3:29])[CH3:28])=[CH:20][N:19]2[CH:31]=1.[B-](F)(F)(F)[F:33].[B-](F)(F)(F)F.C1[N+]2(CCl)CC[N+](F)(CC2)C1, predict the reaction product. The product is: [Cl:1][C:2]1[CH:7]=[CH:6][C:5]([NH:8][C:9]([N:11]2[CH2:12][CH2:13][CH2:14][CH2:15]2)=[O:10])=[CH:4][C:3]=1[C:16]1[N:17]=[C:18]2[N:23]=[CH:22][C:21]([NH:24][C:25](=[O:30])[O:26][CH:27]([CH3:28])[CH3:29])=[CH:20][N:19]2[C:31]=1[F:33]. (2) Given the reactants Br[CH2:2][CH2:3][CH2:4][CH2:5][CH2:6][CH2:7][CH2:8][CH2:9][CH2:10][CH2:11][CH2:12][CH2:13][OH:14].[CH3:15][CH:16]([CH3:22])[CH2:17][CH2:18][CH2:19][CH2:20]Br, predict the reaction product. The product is: [CH3:15][CH:16]([CH3:22])[CH2:17][CH2:18][CH2:19][CH2:20][CH2:2][CH2:3][CH2:4][CH2:5][CH2:6][CH2:7][CH2:8][CH2:9][CH2:10][CH2:11][CH2:12][CH2:13][OH:14].